Task: Predict the reactants needed to synthesize the given product.. Dataset: Full USPTO retrosynthesis dataset with 1.9M reactions from patents (1976-2016) (1) Given the product [CH2:21]([O:20][CH2:19][C:13]1[N:14]([CH2:15][CH:16]([CH3:17])[CH3:18])[C:10]2[C:9]3[CH:8]=[CH:7][C:6]([O:23][CH2:24][C:25]4[CH:32]=[CH:31][CH:30]=[C:27]([CH3:28])[CH:26]=4)=[CH:5][C:4]=3[N:3]=[C:2]([NH2:1])[C:11]=2[N:12]=1)[CH3:22], predict the reactants needed to synthesize it. The reactants are: [NH2:1][C:2]1[C:11]2[N:12]=[C:13]([CH2:19][O:20][CH2:21][CH3:22])[N:14]([CH2:15][CH:16]([CH3:18])[CH3:17])[C:10]=2[C:9]2[CH:8]=[CH:7][C:6]([OH:23])=[CH:5][C:4]=2[N:3]=1.[CH3:24][C:25]1[CH:26]=[C:27]([CH:30]=[CH:31][CH:32]=1)[CH2:28]Br.C(=O)([O-])[O-].[Cs+].[Cs+].CN1CCCC1=O. (2) Given the product [ClH:64].[N:53]1([CH2:8][CH2:7][O:6][CH2:5][CH2:4][NH2:3])[CH2:57][CH2:56][CH2:55][CH2:54]1, predict the reactants needed to synthesize it. The reactants are: N#N.[NH2:3][CH2:4][CH2:5][O:6][CH2:7][CH2:8]O.[OH-].[Na+].C(OC(OC(C)(C)C)=O)(OC(C)(C)C)=O.C1(P(C2C=CC=CC=2)C2C=CC=CC=2)C=CC=CC=1.N1C=CN=C1.II.[NH:53]1[CH2:57][CH2:56][CH2:55][CH2:54]1.C([O-])([O-])=O.[K+].[K+].[ClH:64].